Dataset: Reaction yield outcomes from USPTO patents with 853,638 reactions. Task: Predict the reaction yield, written as a fraction of the theoretical maximum amount of product (1.0 means a 100% yield; for example, 0.34 means a 34% yield). (1) The reactants are [C:1]([O:5][P:6]([O:13][C:14]1[CH:19]=[CH:18][C:17]([C:20]2[CH:25]=[CH:24][C:23]([CH2:26][CH2:27][C@@:28]([CH3:38])([S:34]([CH3:37])(=[O:36])=[O:35])[C:29]([O:31]CC)=[O:30])=[CH:22][CH:21]=2)=[CH:16][CH:15]=1)([O:8][C:9]([CH3:12])([CH3:11])[CH3:10])=[O:7])([CH3:4])([CH3:3])[CH3:2].BrC1N=CC(CCC(C)(S(C)(=O)=O)C(O)=O)=CC=1. No catalyst specified. The product is [C:9]([O:8][P:6]([O:13][C:14]1[CH:19]=[CH:18][C:17]([C:20]2[CH:21]=[CH:22][C:23]([CH2:26][CH2:27][C@@:28]([CH3:38])([S:34]([CH3:37])(=[O:35])=[O:36])[C:29]([OH:31])=[O:30])=[CH:24][CH:25]=2)=[CH:16][CH:15]=1)([O:5][C:1]([CH3:4])([CH3:3])[CH3:2])=[O:7])([CH3:10])([CH3:11])[CH3:12]. The yield is 0.810. (2) The reactants are [Cl:1][C:2]1[CH:7]=[C:6]([Cl:8])[CH:5]=[CH:4][C:3]=1[C:9]1[N:10]=[C:11](/[CH:14]=[CH:15]/[C:16]2[CH:21]=[CH:20][C:19]([C:22]3[CH:27]=[CH:26][C:25]([C:28](O)=[O:29])=[CH:24][CH:23]=3)=[CH:18][CH:17]=2)[NH:12][CH:13]=1.Cl.[NH2:32][CH2:33][C:34]1[CH:43]=[CH:42][C:37]([C:38]([O:40]C)=[O:39])=[CH:36][CH:35]=1. No catalyst specified. The product is [Cl:1][C:2]1[CH:7]=[C:6]([Cl:8])[CH:5]=[CH:4][C:3]=1[C:9]1[N:10]=[C:11](/[CH:14]=[CH:15]/[C:16]2[CH:21]=[CH:20][C:19]([C:22]3[CH:23]=[CH:24][C:25]([C:28]([NH:32][CH2:33][C:34]4[CH:43]=[CH:42][C:37]([C:38]([OH:40])=[O:39])=[CH:36][CH:35]=4)=[O:29])=[CH:26][CH:27]=3)=[CH:18][CH:17]=2)[NH:12][CH:13]=1. The yield is 0.440. (3) The reactants are [NH2:1][C:2]1[CH:3]=[CH:4][C:5]2[O:9][CH2:8][C:7](=[O:10])[C:6]=2[CH:11]=1.[CH3:12][N:13]([CH3:23])[C:14]1[CH:19]=[CH:18][C:17]([N:20]=[C:21]=[O:22])=[CH:16][CH:15]=1.C(N(CC)CC)C. The catalyst is C1COCC1. The product is [CH3:12][N:13]([CH3:23])[C:14]1[CH:19]=[CH:18][C:17]([NH:20][C:21]([NH:1][C:2]2[CH:3]=[CH:4][C:5]3[O:9][CH2:8][C:7](=[O:10])[C:6]=3[CH:11]=2)=[O:22])=[CH:16][CH:15]=1. The yield is 0.610. (4) The reactants are [NH:1]1[C:5]2[CH:6]=[CH:7][C:8]([C:10]([N:12]3[C@@H:21]4[C@@H:16]([C:17]5[CH:25]=[CH:24][C:23]([C:26](O)=[O:27])=[CH:22][C:18]=5[CH2:19][CH2:20]4)[CH2:15][CH2:14][CH2:13]3)=[O:11])=[CH:9][C:4]=2[N:3]=[CH:2]1.[NH:29]1[CH2:34][CH2:33][O:32][CH2:31][CH2:30]1. No catalyst specified. The product is [NH:1]1[C:5]2[CH:6]=[CH:7][C:8]([C:10]([N:12]3[C@@H:21]4[C@@H:16]([C:17]5[CH:25]=[CH:24][C:23]([C:26]([N:29]6[CH2:34][CH2:33][O:32][CH2:31][CH2:30]6)=[O:27])=[CH:22][C:18]=5[CH2:19][CH2:20]4)[CH2:15][CH2:14][CH2:13]3)=[O:11])=[CH:9][C:4]=2[N:3]=[CH:2]1. The yield is 0.630. (5) The reactants are [CH3:1][O:2][C:3]1[CH:4]=[N:5][C:6]2[CH:7]([NH2:13])[CH2:8][CH2:9][CH2:10][C:11]=2[CH:12]=1.[C:14]([O:18][C:19]([N:21]([CH2:29][C:30]1[CH:37]=[CH:36][C:33]([CH:34]=O)=[CH:32][CH:31]=1)[CH2:22][C:23]1[CH:28]=[CH:27][CH:26]=[CH:25][N:24]=1)=[O:20])([CH3:17])([CH3:16])[CH3:15].[BH-](OC(C)=O)(OC(C)=O)OC(C)=O.[Na+]. The catalyst is C(Cl)Cl. The product is [C:14]([O:18][C:19](=[O:20])[N:21]([CH2:29][C:30]1[CH:31]=[CH:32][C:33]([CH2:34][NH:13][CH:7]2[C:6]3[N:5]=[CH:4][C:3]([O:2][CH3:1])=[CH:12][C:11]=3[CH2:10][CH2:9][CH2:8]2)=[CH:36][CH:37]=1)[CH2:22][C:23]1[CH:28]=[CH:27][CH:26]=[CH:25][N:24]=1)([CH3:17])([CH3:16])[CH3:15]. The yield is 0.580. (6) The reactants are Cl.[CH2:2]1[C:8]2[CH:9]=[CH:10][CH:11]=[CH:12][C:7]=2[CH2:6][CH2:5][NH:4][CH2:3]1.C(Cl)Cl.[C:16](OC(=O)C)(=[O:18])[CH3:17]. No catalyst specified. The product is [CH2:6]1[C:7]2[CH:12]=[CH:11][CH:10]=[CH:9][C:8]=2[CH2:2][CH2:3][N:4]([C:16](=[O:18])[CH3:17])[CH2:5]1. The yield is 0.950.